Dataset: Reaction yield outcomes from USPTO patents with 853,638 reactions. Task: Predict the reaction yield, written as a fraction of the theoretical maximum amount of product (1.0 means a 100% yield; for example, 0.34 means a 34% yield). (1) The reactants are S(Cl)([Cl:3])=O.[CH2:5]1[C:13]2[C:8](=[CH:9][C:10]([CH2:14]O)=[CH:11][CH:12]=2)[CH2:7][CH2:6]1. The catalyst is C(Cl)(Cl)Cl. The product is [Cl:3][CH2:14][C:10]1[CH:9]=[C:8]2[C:13](=[CH:12][CH:11]=1)[CH2:5][CH2:6][CH2:7]2. The yield is 0.990. (2) The reactants are [O:1]=[C:2]1[NH:6][C:5]2[CH:7]=[CH:8][CH:9]=[C:10]([CH:11]=O)[C:4]=2[O:3]1.[CH3:13][C:14]1[CH:19]=[C:18]([CH3:20])[CH:17]=[C:16]([CH3:21])[C:15]=1[CH:22]1[CH2:27][C:26](=O)[CH2:25][C:24](=[O:29])[CH2:23]1.C([O-])(=O)C.[NH4+].[CH2:35]([O:37][C:38](=[O:48])[CH2:39][C:40](=O)[CH2:41][O:42][C:43]([CH3:46])([CH3:45])[CH3:44])[CH3:36].F[B-](F)(F)F.C([N+:58]1C=CN(C)C=1)CCC. No catalyst specified. The product is [CH2:35]([O:37][C:38]([C:39]1[CH:11]([C:10]2[C:4]3[O:3][C:2](=[O:1])[NH:6][C:5]=3[CH:7]=[CH:8][CH:9]=2)[C:25]2[C:24](=[O:29])[CH2:23][CH:22]([C:15]3[C:16]([CH3:21])=[CH:17][C:18]([CH3:20])=[CH:19][C:14]=3[CH3:13])[CH2:27][C:26]=2[NH:58][C:40]=1[CH2:41][O:42][C:43]([CH3:46])([CH3:45])[CH3:44])=[O:48])[CH3:36]. The yield is 0.300.